This data is from Full USPTO retrosynthesis dataset with 1.9M reactions from patents (1976-2016). The task is: Predict the reactants needed to synthesize the given product. (1) Given the product [N:10]1([C:16]([N:18]=[C:19]=[S:20])=[O:17])[CH2:11][CH2:12][O:13][CH2:14][CH2:15]1.[Cl:21][C:22]1[CH:23]=[C:24]([NH:25][C:19]([NH:18][C:16]([N:10]2[CH2:11][CH2:12][O:13][CH2:14][CH2:15]2)=[O:17])=[S:20])[CH:26]=[CH:27][C:28]=1[O:29][C:30]1[C:39]2[C:34](=[CH:35][C:36]([O:42][CH3:43])=[C:37]([O:40][CH3:41])[CH:38]=2)[N:33]=[CH:32][CH:31]=1, predict the reactants needed to synthesize it. The reactants are: N1(C(Cl)=O)CCOCC1.[N:10]1([C:16]([N:18]=[C:19]=[S:20])=[O:17])[CH2:15][CH2:14][O:13][CH2:12][CH2:11]1.[Cl:21][C:22]1[CH:23]=[C:24]([CH:26]=[CH:27][C:28]=1[O:29][C:30]1[C:39]2[C:34](=[CH:35][C:36]([O:42][CH3:43])=[C:37]([O:40][CH3:41])[CH:38]=2)[N:33]=[CH:32][CH:31]=1)[NH2:25].C1(C)C=CC=CC=1. (2) The reactants are: [Cl:1][C:2]1[CH:7]=[C:6]([Cl:8])[CH:5]=[CH:4][C:3]=1[C:9](Cl)=[N:10][OH:11].[Cl:13][C:14]1[CH:19]=[CH:18][CH:17]=[CH:16][C:15]=1[C:20]#[C:21][C:22]([C:24]1[CH:25]=[N:26][CH:27]=[CH:28][CH:29]=1)=[O:23].C(=O)(O)[O-].[Na+].[Cl-]. Given the product [Cl:13][C:14]1[CH:19]=[CH:18][CH:17]=[CH:16][C:15]=1[C:20]1[O:11][N:10]=[C:9]([C:3]2[CH:4]=[CH:5][C:6]([Cl:8])=[CH:7][C:2]=2[Cl:1])[C:21]=1[C:22]([C:24]1[CH:25]=[N:26][CH:27]=[CH:28][CH:29]=1)=[O:23], predict the reactants needed to synthesize it.